This data is from Full USPTO retrosynthesis dataset with 1.9M reactions from patents (1976-2016). The task is: Predict the reactants needed to synthesize the given product. (1) Given the product [CH3:14][C:4]1[C:3]([CH3:15])=[C:2]([O:1][CH2:19][CH2:20][CH3:21])[C:11]2[C:6](=[CH:7][CH:8]=[CH:9][CH:10]=2)[C:5]=1[CH:12]=[O:13], predict the reactants needed to synthesize it. The reactants are: [OH:1][C:2]1[C:11]2[C:6](=[CH:7][CH:8]=[CH:9][CH:10]=2)[C:5]([CH:12]=[O:13])=[C:4]([CH3:14])[C:3]=1[CH3:15].[H-].[Na+].I[CH2:19][CH2:20][CH3:21]. (2) Given the product [Br:1][C:2]1[CH:7]=[C:6]([O:8][C:9]([F:11])([F:10])[F:12])[CH:5]=[CH:4][C:3]=1[NH:13][C:14]1[N:18]([CH2:19][CH2:20][CH2:21][CH2:22][OH:23])[C:17]2[C:27]([CH:32]([CH2:35][CH3:36])[CH2:33][CH3:34])=[CH:28][CH:29]=[C:30]([Cl:31])[C:16]=2[N:15]=1, predict the reactants needed to synthesize it. The reactants are: [Br:1][C:2]1[CH:7]=[C:6]([O:8][C:9]([F:12])([F:11])[F:10])[CH:5]=[CH:4][C:3]=1[NH:13][C:14]1[N:18]([CH2:19][CH2:20][CH2:21][C:22](OCC)=[O:23])[C:17]2[C:27]([CH:32]([CH2:35][CH3:36])[CH2:33][CH3:34])=[CH:28][CH:29]=[C:30]([Cl:31])[C:16]=2[N:15]=1.[BH4-].[Li+].